Dataset: Experimentally validated miRNA-target interactions with 360,000+ pairs, plus equal number of negative samples. Task: Binary Classification. Given a miRNA mature sequence and a target amino acid sequence, predict their likelihood of interaction. The miRNA is mmu-miR-21a-5p with sequence UAGCUUAUCAGACUGAUGUUGA. The protein sequence of the target gene is MESGSRPSLGQVILLGTSSMVTAVLYSIYRQKAQVAQELKGAKKIHLGEDLKGILSEAPGKCVPYAVIEGAVRSVKETLNSQFVENCKGVIQRLSLQEHKMVWNRTTHLWNDYSKIIHQRTNTVPFDLVPHEDGVAVSVRVLKPLDSVDLGLETVYEKFHPSVQSFTDAIGHYISGERPKGIQETEEMLKVGATLTGIGELVLDNNAVRLQPPKQGMQYYLSSQDFDSLLHRQESSVRLWKILVLVFGFATCATLFFILRKQYLHRQERLRQQQLQEEFLEHEAQLLSQASPEDRESLKS.... Result: 0 (no interaction).